This data is from Forward reaction prediction with 1.9M reactions from USPTO patents (1976-2016). The task is: Predict the product of the given reaction. Given the reactants [CH:1]([C:3]1[CH:12]=[CH:11][C:6]([C:7]([O:9][CH3:10])=[O:8])=[CH:5][CH:4]=1)=O.[NH2:13][CH2:14][CH2:15][C:16]1[C:24]2[C:19](=[CH:20][CH:21]=[CH:22][CH:23]=2)[NH:18][CH:17]=1.[O:25]1[CH:29]=[CH:28][CH:27]=[C:26]1[C:30](=[O:38])/[CH:31]=[C:32](\[OH:37])/[C:33](OC)=[O:34], predict the reaction product. The product is: [NH:18]1[C:19]2[C:24](=[CH:23][CH:22]=[CH:21][CH:20]=2)[C:16]([CH2:15][CH2:14][N:13]2[C:33](=[O:34])[C:32]([OH:37])=[C:31]([C:30]([C:26]3[O:25][CH:29]=[CH:28][CH:27]=3)=[O:38])[CH:1]2[C:3]2[CH:12]=[CH:11][C:6]([C:7]([O:9][CH3:10])=[O:8])=[CH:5][CH:4]=2)=[CH:17]1.